This data is from Forward reaction prediction with 1.9M reactions from USPTO patents (1976-2016). The task is: Predict the product of the given reaction. (1) Given the reactants [NH2:1][C:2]1[C:11]2[C:6](=[C:7]([F:24])[C:8]([NH:15][C:16]3[CH:21]=[CH:20][C:19]([Br:22])=[CH:18][C:17]=3[F:23])=[C:9]([C:12]([OH:14])=O)[CH:10]=2)[N:5]=[N:4][CH:3]=1.C1C=CC2N(O)[N:32]=[N:31]C=2C=1.CCN=C=NCCCN(C)C.NN, predict the reaction product. The product is: [NH2:1][C:2]1[C:11]2[C:6](=[C:7]([F:24])[C:8]([NH:15][C:16]3[CH:21]=[CH:20][C:19]([Br:22])=[CH:18][C:17]=3[F:23])=[C:9]([C:12]([NH:31][NH2:32])=[O:14])[CH:10]=2)[N:5]=[N:4][CH:3]=1. (2) Given the reactants [CH3:1][N:2]1[CH:6]=[C:5]([NH:7][C:8]([NH:10][C:11]2[CH:16]=[CH:15][C:14]([O:17][C:18]([F:21])([F:20])[F:19])=[CH:13][CH:12]=2)=[O:9])[N:4]=[C:3]1[C:22](O)=[O:23].F[B-](F)(F)F.N1(OC(N(C)C)=[N+](C)C)C2C=CC=CC=2N=N1.[N:47]1[CH:52]=[CH:51][CH:50]=[CH:49][C:48]=1[N:53]1[CH2:58][CH2:57][NH:56][CH2:55][CH2:54]1, predict the reaction product. The product is: [CH3:1][N:2]1[CH:6]=[C:5]([NH:7][C:8]([NH:10][C:11]2[CH:16]=[CH:15][C:14]([O:17][C:18]([F:20])([F:19])[F:21])=[CH:13][CH:12]=2)=[O:9])[N:4]=[C:3]1[C:22]([N:56]1[CH2:57][CH2:58][N:53]([C:48]2[CH:49]=[CH:50][CH:51]=[CH:52][N:47]=2)[CH2:54][CH2:55]1)=[O:23]. (3) The product is: [Cl:24][C:23]1[C:22]([CH:25]2[O:29][CH2:28][CH2:27][O:26]2)=[C:21]([C:30]([F:32])([F:33])[F:31])[CH:20]=[C:3]2[C:2]=1[NH:1][C:42](=[O:45])[N:6]([CH2:7][C:8]1[CH:13]=[C:12]([Cl:14])[CH:11]=[CH:10][C:9]=1[S:15]([CH2:18][CH3:19])(=[O:17])=[O:16])[C:4]2=[O:5]. Given the reactants [NH2:1][C:2]1[C:23]([Cl:24])=[C:22]([CH:25]2[O:29][CH2:28][CH2:27][O:26]2)[C:21]([C:30]([F:33])([F:32])[F:31])=[CH:20][C:3]=1[C:4]([NH:6][CH2:7][C:8]1[CH:13]=[C:12]([Cl:14])[CH:11]=[CH:10][C:9]=1[S:15]([CH2:18][CH3:19])(=[O:17])=[O:16])=[O:5].ClC1C(C2OCCO2)=C(OC(F)(F)F)C=C2C=1N[C:42](=[O:45])N(CC1C=C(Cl)C=CC=1S(CC)(=O)=O)C2=O, predict the reaction product. (4) Given the reactants [F:1][C:2]([F:19])([F:18])[CH:3]([CH:12]1[CH2:17][CH2:16][NH:15][CH2:14][CH2:13]1)[O:4][Si:5]([CH2:10][CH3:11])([CH2:8][CH3:9])[CH2:6][CH3:7].C(N(CC)CC)C.[C:27](Cl)(=[O:30])[CH2:28][CH3:29].C(=O)(O)[O-].[Na+], predict the reaction product. The product is: [C:27]([N:15]1[CH2:16][CH2:17][CH:12]([CH:3]([O:4][Si:5]([CH2:8][CH3:9])([CH2:6][CH3:7])[CH2:10][CH3:11])[C:2]([F:18])([F:1])[F:19])[CH2:13][CH2:14]1)(=[O:30])[CH2:28][CH3:29]. (5) Given the reactants [C:1]([C:3]1[N:7]([CH:8]2[CH2:13][CH2:12][N:11]([C:14]([O:16][CH:17]([CH3:19])[CH3:18])=[O:15])[CH2:10][CH2:9]2)[N:6]=[CH:5][C:4]=1[CH2:20][OH:21])#[N:2].[F:22][C:23]1[CH:28]=[C:27]([C:29]2[N:30]=[N:31][N:32]([CH2:34][CH2:35][O:36][Si:37]([CH3:40])([CH3:39])[CH3:38])[N:33]=2)[CH:26]=[CH:25][C:24]=1O.C1(P(C2C=CC=CC=2)C2C=CC=CC=2)C=CC=CC=1.N(C(OCC)=O)=NC(OCC)=O, predict the reaction product. The product is: [C:1]([C:3]1[N:7]([CH:8]2[CH2:13][CH2:12][N:11]([C:14]([O:16][CH:17]([CH3:19])[CH3:18])=[O:15])[CH2:10][CH2:9]2)[N:6]=[CH:5][C:4]=1[CH2:20][O:21][C:24]1[CH:25]=[CH:26][C:27]([C:29]2[N:30]=[N:31][N:32]([CH2:34][CH2:35][O:36][Si:37]([CH3:39])([CH3:38])[CH3:40])[N:33]=2)=[CH:28][C:23]=1[F:22])#[N:2]. (6) Given the reactants C([O:3][C:4](=[O:15])[NH:5][C:6]1[CH:11]=[CH:10][C:9]([Cl:12])=[CH:8][C:7]=1[CH2:13]O)C.C1CCN2C(=NCCC2)CC1, predict the reaction product. The product is: [Cl:12][C:9]1[CH:10]=[CH:11][C:6]2[NH:5][C:4](=[O:3])[O:15][CH2:13][C:7]=2[CH:8]=1.